The task is: Predict which catalyst facilitates the given reaction.. This data is from Catalyst prediction with 721,799 reactions and 888 catalyst types from USPTO. (1) Reactant: [CH3:1][O:2][C:3](=[O:21])[C:4]1[CH:9]=[C:8]([C:10]#[C:11][Si](C)(C)C)[C:7]([C:16]([F:19])([F:18])[F:17])=[CH:6][C:5]=1[NH2:20].CCCC[N+](CCCC)(CCCC)CCCC.[F-]. Product: [CH3:1][O:2][C:3](=[O:21])[C:4]1[CH:9]=[C:8]([C:10]#[CH:11])[C:7]([C:16]([F:18])([F:17])[F:19])=[CH:6][C:5]=1[NH2:20]. The catalyst class is: 1. (2) Reactant: CC[N:3]([CH:7]([CH3:9])C)[CH:4](C)C.[Br:10][C:11]1[C:12](Cl)=[N:13][CH:14]=[C:15]([CH:30]=1)[C:16]([NH:18][C:19]1[CH:24]=[CH:23][C:22]([O:25][C:26]([F:29])([F:28])[F:27])=[CH:21][CH:20]=1)=[O:17].C[CH:33]([OH:35])C. Product: [Br:10][C:11]1[C:12]([N:3]2[CH2:4][CH:9]([CH2:33][OH:35])[CH2:7]2)=[N:13][CH:14]=[C:15]([CH:30]=1)[C:16]([NH:18][C:19]1[CH:24]=[CH:23][C:22]([O:25][C:26]([F:29])([F:28])[F:27])=[CH:21][CH:20]=1)=[O:17]. The catalyst class is: 25. (3) Reactant: [F:1][C:2]1[CH:3]=[CH:4][C:5]([C:11]([F:14])([F:13])[F:12])=[C:6]2[C:10]=1[NH:9][CH:8]=[CH:7]2.[OH-].[K+].[CH3:17][O:18][CH2:19][CH2:20]Br. Product: [F:1][C:2]1[CH:3]=[CH:4][C:5]([C:11]([F:14])([F:12])[F:13])=[C:6]2[C:10]=1[N:9]([CH2:20][CH2:19][O:18][CH3:17])[CH:8]=[CH:7]2. The catalyst class is: 16. (4) Reactant: [Cl:1][C:2]1[CH:27]=[CH:26][C:5]2[N:6]=[C:7]([NH:9][C:10]3[N:14]([CH2:15][CH2:16][O:17][CH3:18])[C:13]4[CH:19]=[CH:20][C:21]([C:23](O)=[O:24])=[CH:22][C:12]=4[N:11]=3)[S:8][C:4]=2[CH:3]=1.[C:28]([O:32][C:33]([N:35]1[CH2:40][CH2:39][CH:38]([NH2:41])[CH2:37][CH2:36]1)=[O:34])([CH3:31])([CH3:30])[CH3:29].CN(C(ON1N=NC2C=CC=CC1=2)=[N+](C)C)C.F[P-](F)(F)(F)(F)F.CCN(C(C)C)C(C)C. Product: [C:28]([O:32][C:33]([N:35]1[CH2:40][CH2:39][CH:38]([NH:41][C:23]([C:21]2[CH:20]=[CH:19][C:13]3[N:14]([CH2:15][CH2:16][O:17][CH3:18])[C:10]([NH:9][C:7]4[S:8][C:4]5[CH:3]=[C:2]([Cl:1])[CH:27]=[CH:26][C:5]=5[N:6]=4)=[N:11][C:12]=3[CH:22]=2)=[O:24])[CH2:37][CH2:36]1)=[O:34])([CH3:31])([CH3:29])[CH3:30]. The catalyst class is: 3.